This data is from Catalyst prediction with 721,799 reactions and 888 catalyst types from USPTO. The task is: Predict which catalyst facilitates the given reaction. (1) Reactant: [CH3:1][C:2]1[CH:7]=[C:6]([C:8]([CH3:10])=[O:9])[CH:5]=[CH:4][C:3]=1[Cl:11].[Cl:12][C:13]1[CH:14]=[C:15]([C:20](=O)[C:21]([F:24])([F:23])[F:22])[CH:16]=[C:17]([Cl:19])[CH:18]=1.ClCCCl.C(=O)([O-])[O-].[K+].[K+]. Product: [Cl:11][C:3]1[CH:4]=[CH:5][C:6]([C:8](=[O:9])[CH:10]=[C:20]([C:15]2[CH:16]=[C:17]([Cl:19])[CH:18]=[C:13]([Cl:12])[CH:14]=2)[C:21]([F:24])([F:23])[F:22])=[CH:7][C:2]=1[CH3:1]. The catalyst class is: 66. (2) Reactant: [CH2:1]([O:3][C:4]([C:6]1[NH:7][CH:8]=[C:9]([N+:11]([O-:13])=[O:12])[CH:10]=1)=[O:5])[CH3:2].[O-]CC.[Na+].Br[CH2:19][CH2:20][CH:21]([CH3:23])[CH3:22].O. Product: [CH2:1]([O:3][C:4]([C:6]1[N:7]([CH2:19][CH2:20][CH:21]([CH3:23])[CH3:22])[CH:8]=[C:9]([N+:11]([O-:13])=[O:12])[CH:10]=1)=[O:5])[CH3:2]. The catalyst class is: 8. (3) Reactant: [CH3:1][O:2][C:3]1[CH:8]=[CH:7][C:6]([C:9]2[N:10]=[C:11]([C:22]3([CH3:28])[CH2:27][CH2:26][NH:25][CH2:24][CH2:23]3)[O:12][C:13]=2[C:14]2[CH:19]=[CH:18][C:17]([O:20][CH3:21])=[CH:16][CH:15]=2)=[CH:5][CH:4]=1.ClC(Cl)(O[C:33](=[O:39])OC(Cl)(Cl)Cl)Cl.C(N(CC)CC)C.Cl.[CH3:49][NH:50][OH:51]. Product: [CH3:1][O:2][C:3]1[CH:8]=[CH:7][C:6]([C:9]2[N:10]=[C:11]([C:22]3([CH3:28])[CH2:27][CH2:26][N:25]([C:33](=[O:39])[N:50]([OH:51])[CH3:49])[CH2:24][CH2:23]3)[O:12][C:13]=2[C:14]2[CH:19]=[CH:18][C:17]([O:20][CH3:21])=[CH:16][CH:15]=2)=[CH:5][CH:4]=1. The catalyst class is: 7. (4) Product: [OH:45][CH:44]([CH2:46][O:39][CH3:36])[CH2:43][O:1][C:2]1[CH:14]=[C:13]2[C:5]([C:6]3[C:7]([C:18]4[CH:23]=[CH:22][CH:21]=[C:20]([N:24]5[CH2:32][C:31]6[C:26](=[CH:27][C:28]([CH3:33])=[CH:29][CH:30]=6)[C:25]5=[O:34])[C:19]=4[CH3:35])=[CH:8][CH:9]=[C:10]([C:15]([NH2:17])=[O:16])[C:11]=3[NH:12]2)=[CH:4][CH:3]=1. Reactant: [OH:1][C:2]1[CH:14]=[C:13]2[C:5]([C:6]3[C:7]([C:18]4[CH:23]=[CH:22][CH:21]=[C:20]([N:24]5[CH2:32][C:31]6[C:26](=[CH:27][C:28]([CH3:33])=[CH:29][CH:30]=6)[C:25]5=[O:34])[C:19]=4[CH3:35])=[CH:8][CH:9]=[C:10]([C:15]([NH2:17])=[O:16])[C:11]=3[NH:12]2)=[CH:4][CH:3]=1.[C:36](=[O:39])([O-])[O-].[K+].[K+].Br[CH2:43][CH:44]1[CH2:46][O:45]1. The catalyst class is: 3. (5) Reactant: [H-].[Na+].O1CCOCC1.[C:9]1([NH:15][C:16]([NH2:18])=[O:17])[CH:14]=[CH:13][CH:12]=[CH:11][CH:10]=1.C[O:20][CH:21](OC)[CH2:22][C:23](OC)=O. Product: [C:9]1([N:15]2[CH:23]=[CH:22][C:21](=[O:20])[NH:18][C:16]2=[O:17])[CH:14]=[CH:13][CH:12]=[CH:11][CH:10]=1. The catalyst class is: 15. (6) Reactant: O[CH2:2][CH2:3][N:4]1[CH2:9][CH2:8][N:7]([C:10]2[CH:15]=[CH:14][C:13]([N+:16]([O-:18])=[O:17])=[CH:12][CH:11]=2)[CH2:6][CH2:5]1.[ClH:19]. Product: [Cl:19][CH2:2][CH2:3][N:4]1[CH2:9][CH2:8][N:7]([C:10]2[CH:15]=[CH:14][C:13]([N+:16]([O-:18])=[O:17])=[CH:12][CH:11]=2)[CH2:6][CH2:5]1. The catalyst class is: 158. (7) Reactant: F[C:2]1[C:7]([C:8]([F:11])([F:10])[F:9])=[CH:6][CH:5]=[CH:4][C:3]=1[C:12]([C:14]1[CH:19]=[CH:18][C:17]([O:20][CH3:21])=[CH:16][CH:15]=1)=O.Cl.[Br:23][C:24]1[CH:29]=[CH:28][C:27]([NH:30][NH2:31])=[CH:26][CH:25]=1. Product: [Br:23][C:24]1[CH:29]=[CH:28][C:27]([N:30]2[C:2]3[C:3](=[CH:4][CH:5]=[CH:6][C:7]=3[C:8]([F:11])([F:10])[F:9])[C:12]([C:14]3[CH:19]=[CH:18][C:17]([O:20][CH3:21])=[CH:16][CH:15]=3)=[N:31]2)=[CH:26][CH:25]=1. The catalyst class is: 142.